This data is from Forward reaction prediction with 1.9M reactions from USPTO patents (1976-2016). The task is: Predict the product of the given reaction. (1) Given the reactants Br[CH2:2][C:3]([C:5]1[S:9][C:8]([CH3:10])=[N:7][C:6]=1[CH3:11])=O.Br.C([O:16][C:17](=[O:32])[C:18]1[CH:23]=[CH:22][C:21]([O:24][CH:25]([CH3:27])[CH3:26])=[C:20]([NH:28][C:29]([NH2:31])=[S:30])[CH:19]=1)(C)C, predict the reaction product. The product is: [CH3:10][C:8]1[S:9][C:5]([C:3]2[N:31]=[C:29]([NH:28][C:20]3[CH:19]=[C:18]([CH:23]=[CH:22][C:21]=3[O:24][CH:25]([CH3:27])[CH3:26])[C:17]([OH:32])=[O:16])[S:30][CH:2]=2)=[C:6]([CH3:11])[N:7]=1. (2) Given the reactants ClC(Cl)(Cl)C(OC(=O)C(Cl)(Cl)Cl)=O.[NH2:14][C:15](=O)[C@@H:16]([NH:28][C:29](=[O:35])[O:30][C:31]([CH3:34])([CH3:33])[CH3:32])[CH2:17][C:18]1[CH:23]=[CH:22][C:21]([O:24][CH:25]([CH3:27])[CH3:26])=[CH:20][CH:19]=1.C(N(CC)CC)C, predict the reaction product. The product is: [C:15]([C@@H:16]([NH:28][C:29](=[O:35])[O:30][C:31]([CH3:32])([CH3:34])[CH3:33])[CH2:17][C:18]1[CH:19]=[CH:20][C:21]([O:24][CH:25]([CH3:27])[CH3:26])=[CH:22][CH:23]=1)#[N:14]. (3) Given the reactants CN(C)C=O.[CH3:6][O:7][C:8]1[CH:17]=[C:16]2[C:11]([C:12]([O:18][C:19]3[C:20]([CH3:29])=[N:21][C:22]4[C:27]([CH:28]=3)=[CH:26][CH:25]=[CH:24][CH:23]=4)=[CH:13][CH:14]=[N:15]2)=[CH:10][C:9]=1[OH:30].C(=O)([O-])[O-].[K+].[K+].[CH2:37]([CH:39]1[O:41][CH2:40]1)Br, predict the reaction product. The product is: [CH3:6][O:7][C:8]1[CH:17]=[C:16]2[C:11]([C:12]([O:18][C:19]3[C:20]([CH3:29])=[N:21][C:22]4[C:27]([CH:28]=3)=[CH:26][CH:25]=[CH:24][CH:23]=4)=[CH:13][CH:14]=[N:15]2)=[CH:10][C:9]=1[O:30][CH2:37][CH:39]1[CH2:40][O:41]1. (4) Given the reactants Cl.[NH2:2][C:3]1[CH:4]=[C:5]([CH:10]=[CH:11][N:12]=1)[C:6]([O:8][CH3:9])=[O:7].[C:13](Cl)(=[O:17])[CH:14]([CH3:16])[CH3:15], predict the reaction product. The product is: [C:13]([NH:2][C:3]1[CH:4]=[C:5]([CH:10]=[CH:11][N:12]=1)[C:6]([O:8][CH3:9])=[O:7])(=[O:17])[CH:14]([CH3:16])[CH3:15]. (5) Given the reactants [F:1][C:2]1[CH:7]=[CH:6][CH:5]=[CH:4][C:3]=1[C:8]1[NH:12][CH:11]=[C:10]([CH:13]=[O:14])[CH:9]=1.[CH3:15][N:16]1[CH:20]=[C:19]([S:21](Cl)(=[O:23])=[O:22])[CH:18]=[N:17]1, predict the reaction product. The product is: [F:1][C:2]1[CH:7]=[CH:6][CH:5]=[CH:4][C:3]=1[C:8]1[N:12]([S:21]([C:19]2[CH:18]=[N:17][N:16]([CH3:15])[CH:20]=2)(=[O:23])=[O:22])[CH:11]=[C:10]([CH:13]=[O:14])[CH:9]=1. (6) Given the reactants [Cl:1][C:2]1[C:10]([Cl:11])=[CH:9][CH:8]=[CH:7][C:3]=1[C:4]([OH:6])=O.[NH2:12][CH2:13][CH:14]([C:23]1[CH:24]=[N:25][C:26]([N:29]([CH3:31])[CH3:30])=[N:27][CH:28]=1)[N:15]1[CH2:20][CH2:19][C:18]([F:22])([F:21])[CH2:17][CH2:16]1, predict the reaction product. The product is: [Cl:1][C:2]1[C:10]([Cl:11])=[CH:9][CH:8]=[CH:7][C:3]=1[C:4]([NH:12][CH2:13][CH:14]([N:15]1[CH2:16][CH2:17][C:18]([F:21])([F:22])[CH2:19][CH2:20]1)[C:23]1[CH:24]=[N:25][C:26]([N:29]([CH3:31])[CH3:30])=[N:27][CH:28]=1)=[O:6]. (7) Given the reactants [F:1][C:2]1[CH:7]=[CH:6][C:5]([C:8]2[C:12]([CH2:13][O:14][C:15]3[CH:23]=[CH:22][C:18]([C:19]([OH:21])=O)=[CH:17][N:16]=3)=[C:11]([CH3:24])[O:10][N:9]=2)=[CH:4][CH:3]=1.[NH:25]1[CH2:30][CH2:29][S:28][CH2:27][CH2:26]1, predict the reaction product. The product is: [F:1][C:2]1[CH:3]=[CH:4][C:5]([C:8]2[C:12]([CH2:13][O:14][C:15]3[N:16]=[CH:17][C:18]([C:19]([N:25]4[CH2:30][CH2:29][S:28][CH2:27][CH2:26]4)=[O:21])=[CH:22][CH:23]=3)=[C:11]([CH3:24])[O:10][N:9]=2)=[CH:6][CH:7]=1.